Dataset: Full USPTO retrosynthesis dataset with 1.9M reactions from patents (1976-2016). Task: Predict the reactants needed to synthesize the given product. (1) Given the product [C:15]([CH:17]([C:30]1[CH:31]=[N:32][CH:33]=[C:34]([Br:36])[CH:35]=1)[CH:18]([C:23]1[CH:24]=[CH:25][C:26]([Cl:29])=[CH:27][CH:28]=1)[CH2:19][C:20]([O:22][CH2:3][CH3:4])=[O:21])#[N:16], predict the reactants needed to synthesize it. The reactants are: CN(C)[CH2:3][CH2:4]CN=C=NCC.C(O)C.[C:15]([CH:17]([C:30]1[CH:31]=[N:32][CH:33]=[C:34]([Br:36])[CH:35]=1)[CH:18]([C:23]1[CH:28]=[CH:27][C:26]([Cl:29])=[CH:25][CH:24]=1)[CH2:19][C:20]([OH:22])=[O:21])#[N:16]. (2) Given the product [CH3:1][O:2][C:3](=[O:23])[CH2:4][N:5]1[CH:6]=[C:7]([C:12]2[CH:17]=[C:16]([C:18]([F:21])([F:20])[F:19])[CH:15]=[C:14]([I:28])[CH:13]=2)[C:8]([C:10]#[N:11])=[CH:9]1, predict the reactants needed to synthesize it. The reactants are: [CH3:1][O:2][C:3](=[O:23])[CH2:4][N:5]1[CH:9]=[C:8]([C:10]#[N:11])[C:7]([C:12]2[CH:17]=[C:16]([C:18]([F:21])([F:20])[F:19])[CH:15]=[C:14](N)[CH:13]=2)=[CH:6]1.N([O-])=O.[Na+].[I-:28].[K+]. (3) Given the product [CH3:26][N:2]([CH3:1])[C:3](=[O:25])[CH2:4][C:5]1[CH:10]=[C:9]([CH2:11][CH3:12])[CH:8]=[CH:7][C:6]=1[NH:14][C:15]1[C:20]([F:21])=[C:19]([F:22])[CH:18]=[C:17]([F:23])[C:16]=1[F:24], predict the reactants needed to synthesize it. The reactants are: [CH3:1][N:2]([CH3:26])[C:3](=[O:25])[CH2:4][C:5]1[CH:10]=[C:9]([C:11](=O)[CH3:12])[CH:8]=[CH:7][C:6]=1[NH:14][C:15]1[C:20]([F:21])=[C:19]([F:22])[CH:18]=[C:17]([F:23])[C:16]=1[F:24]. (4) Given the product [Br:14][C:15]1[CH:20]=[CH:19][CH:18]=[CH:17][C:16]=1[O:9][CH:7]1[CH2:8][N:3]([CH2:1][CH3:2])[CH2:4][C:5]2[CH:12]=[C:11]([CH3:13])[S:10][C:6]1=2, predict the reactants needed to synthesize it. The reactants are: [CH2:1]([N:3]1[CH2:8][CH:7]([OH:9])[C:6]2[S:10][C:11]([CH3:13])=[CH:12][C:5]=2[CH2:4]1)[CH3:2].[Br:14][C:15]1[CH:20]=[CH:19][CH:18]=[CH:17][C:16]=1F.